From a dataset of Full USPTO retrosynthesis dataset with 1.9M reactions from patents (1976-2016). Predict the reactants needed to synthesize the given product. (1) Given the product [CH3:29][S:30]([O:1][C@@H:2]1[CH2:6][N:5]([C:7]([O:9][C:10]([CH3:12])([CH3:13])[CH3:11])=[O:8])[C@@H:4]([CH2:14][O:15][C:16]2[CH:17]=[CH:18][CH:19]=[CH:20][CH:21]=2)[CH2:3]1)(=[O:32])=[O:31], predict the reactants needed to synthesize it. The reactants are: [OH:1][C@@H:2]1[CH2:6][N:5]([C:7]([O:9][C:10]([CH3:13])([CH3:12])[CH3:11])=[O:8])[C@@H:4]([CH2:14][O:15][C:16]2[CH:21]=[CH:20][CH:19]=[CH:18][CH:17]=2)[CH2:3]1.C(N(CC)CC)C.[CH3:29][S:30](Cl)(=[O:32])=[O:31]. (2) Given the product [Cl:5][C:6]1[N:7]=[N:8][C:9]([C:12]2[CH:17]=[CH:16][C:15]([N:18]3[CH:22]=[CH:21][CH:20]=[N:19]3)=[CH:14][C:13]=2[OH:23])=[CH:10][CH:11]=1, predict the reactants needed to synthesize it. The reactants are: B(Cl)(Cl)Cl.[Cl:5][C:6]1[N:7]=[N:8][C:9]([C:12]2[CH:17]=[CH:16][C:15]([N:18]3[CH:22]=[CH:21][CH:20]=[N:19]3)=[CH:14][C:13]=2[O:23]C)=[CH:10][CH:11]=1.CO.